This data is from Reaction yield outcomes from USPTO patents with 853,638 reactions. The task is: Predict the reaction yield, written as a fraction of the theoretical maximum amount of product (1.0 means a 100% yield; for example, 0.34 means a 34% yield). (1) The reactants are [Cl:1][C:2]1[CH:3]=[CH:4][C:5]2[N:6]([CH:8]=[C:9]([CH3:11])[N:10]=2)[N:7]=1.[N+:12]([O-])([OH:14])=[O:13].C(=O)(O)[O-].[Na+]. The catalyst is S(=O)(=O)(O)O. The product is [Cl:1][C:2]1[CH:3]=[CH:4][C:5]2[N:6]([C:8]([N+:12]([O-:14])=[O:13])=[C:9]([CH3:11])[N:10]=2)[N:7]=1. The yield is 0.890. (2) The reactants are [C:1]1([CH2:7][C:8]([C:21]2[CH:26]=[CH:25][CH:24]=[C:23]([O:27][C:28]([F:31])([F:30])[F:29])[CH:22]=2)([C:10]2[CH:15]=[CH:14][CH:13]=[C:12]([O:16][C:17]([F:20])([F:19])[F:18])[CH:11]=2)[NH2:9])[CH:6]=[CH:5][CH:4]=[CH:3][CH:2]=1.C([O-])([O-])=O.[K+].[K+].[C:38](Cl)(=[O:44])[O:39][CH2:40][CH2:41][O:42][CH3:43]. The catalyst is C1COCC1. The product is [C:1]1([CH2:7][C:8]([NH:9][C:38](=[O:44])[O:39][CH2:40][CH2:41][O:42][CH3:43])([C:10]2[CH:15]=[CH:14][CH:13]=[C:12]([O:16][C:17]([F:20])([F:19])[F:18])[CH:11]=2)[C:21]2[CH:26]=[CH:25][CH:24]=[C:23]([O:27][C:28]([F:29])([F:30])[F:31])[CH:22]=2)[CH:6]=[CH:5][CH:4]=[CH:3][CH:2]=1. The yield is 0.510. (3) The reactants are [F:1][C:2]1[CH:7]=[C:6]([C:8]([F:11])([F:10])[F:9])[CH:5]=[CH:4][C:3]=1[N:12]1[CH2:17][CH2:16][N:15]([C:18]([C:20]2[CH:25]=[C:24]([S:26]([CH3:29])(=[O:28])=[O:27])[CH:23]=[CH:22][C:21]=2I)=[O:19])[CH2:14][CH2:13]1.[CH3:31][C:32]1[CH:33]=[N:34][NH:35][CH:36]=1. No catalyst specified. The product is [F:1][C:2]1[CH:7]=[C:6]([C:8]([F:11])([F:10])[F:9])[CH:5]=[CH:4][C:3]=1[N:12]1[CH2:17][CH2:16][N:15]([C:18]([C:20]2[CH:25]=[C:24]([S:26]([CH3:29])(=[O:28])=[O:27])[CH:23]=[CH:22][C:21]=2[N:34]2[CH:33]=[C:32]([CH3:31])[CH:36]=[N:35]2)=[O:19])[CH2:14][CH2:13]1. The yield is 0.300.